This data is from Full USPTO retrosynthesis dataset with 1.9M reactions from patents (1976-2016). The task is: Predict the reactants needed to synthesize the given product. (1) Given the product [N:1]1([C:7]2[CH:12]=[CH:11][CH:10]=[CH:9][C:8]=2[NH:13][C:14]([C:16]2[O:17][C:18]([NH:22][C:23]3[CH:28]=[CH:27][CH:26]=[CH:25][CH:24]=3)=[CH:19][CH:20]=2)=[O:15])[CH2:6][CH2:5][CH2:4][CH2:3][CH2:2]1, predict the reactants needed to synthesize it. The reactants are: [N:1]1([C:7]2[CH:12]=[CH:11][CH:10]=[CH:9][C:8]=2[NH:13][C:14]([C:16]2[O:17][C:18](Br)=[CH:19][CH:20]=2)=[O:15])[CH2:6][CH2:5][CH2:4][CH2:3][CH2:2]1.[NH2:22][C:23]1[CH:28]=[CH:27][CH:26]=[CH:25][CH:24]=1.C1(P(C2C=CC=CC=2)C2C=CC3C(=CC=CC=3)C=2C2C3C(=CC=CC=3)C=CC=2P(C2C=CC=CC=2)C2C=CC=CC=2)C=CC=CC=1.CC(C)([O-])C.[K+]. (2) Given the product [CH3:14][C:4]1[N:3]=[C:2]2[C:7]([CH2:8][C:9](=[O:10])[NH:1]2)=[CH:6][N:5]=1, predict the reactants needed to synthesize it. The reactants are: [NH2:1][C:2]1[C:7]([CH2:8][C:9](OCC)=[O:10])=[CH:6][N:5]=[C:4]([CH3:14])[N:3]=1.CC(C)([O-])C.[K+].C(O)(=O)C.